Predict which catalyst facilitates the given reaction. From a dataset of Catalyst prediction with 721,799 reactions and 888 catalyst types from USPTO. (1) Reactant: [NH2:1][C:2]1[C:7]([C:8]#[N:9])=[C:6]([Cl:10])[N:5]=[C:4]([C:11]([OH:13])=O)[CH:3]=1.Cl.Cl.Cl.[F:17][C:18]1[CH:23]=[CH:22][CH:21]=[CH:20][C:19]=1[C:24]1[S:25][C:26]([CH2:29][N:30]2[CH2:35][CH2:34][CH:33]([CH2:36][NH2:37])[CH2:32][CH2:31]2)=[CH:27][N:28]=1.C(N(CC)CC)C.C(=O)(O)[O-].[Na+]. Product: [NH2:1][C:2]1[C:7]([C:8]#[N:9])=[C:6]([Cl:10])[N:5]=[C:4]([C:11]([NH:37][CH2:36][CH:33]2[CH2:34][CH2:35][N:30]([CH2:29][C:26]3[S:25][C:24]([C:19]4[CH:20]=[CH:21][CH:22]=[CH:23][C:18]=4[F:17])=[N:28][CH:27]=3)[CH2:31][CH2:32]2)=[O:13])[CH:3]=1. The catalyst class is: 35. (2) Reactant: O=[C:2]1[N:8]([C@@H:9]([C:11]2[CH:16]=[CH:15][CH:14]=[CH:13][CH:12]=2)[CH3:10])[CH2:7][CH:6]([NH:17][C:18](=O)OC(C)(C)C)[C:3]21[CH2:5][CH2:4]2.[H-].[Al+3].[Li+].[H-].[H-].[H-].C1COCC1.[OH-].[Na+]. Product: [CH3:18][NH:17][CH:6]1[C:3]2([CH2:5][CH2:4]2)[CH2:2][N:8]([C@@H:9]([C:11]2[CH:12]=[CH:13][CH:14]=[CH:15][CH:16]=2)[CH3:10])[CH2:7]1. The catalyst class is: 6. (3) Product: [CH3:44][O:43][C:42]1[N:41]=[C:40]([C:45]([NH:47][CH3:48])=[O:46])[CH:39]=[CH:38][C:37]=1[NH:36][C:2]1[N:3]=[C:4]([O:29][CH:30]2[CH2:31][CH2:32][O:33][CH2:34][CH2:35]2)[C:5]2[C:10]([C:11]3[CH:20]=[CH:19][C:14]4[N:15]=[C:16]([CH3:18])[O:17][C:13]=4[CH:12]=3)=[CH:9][N:8]([CH2:21][O:22][CH2:23][CH2:24][Si:25]([CH3:27])([CH3:26])[CH3:28])[C:6]=2[N:7]=1. The catalyst class is: 62. Reactant: Cl[C:2]1[N:3]=[C:4]([O:29][CH:30]2[CH2:35][CH2:34][O:33][CH2:32][CH2:31]2)[C:5]2[C:10]([C:11]3[CH:20]=[CH:19][C:14]4[N:15]=[C:16]([CH3:18])[O:17][C:13]=4[CH:12]=3)=[CH:9][N:8]([CH2:21][O:22][CH2:23][CH2:24][Si:25]([CH3:28])([CH3:27])[CH3:26])[C:6]=2[N:7]=1.[NH2:36][C:37]1[CH:38]=[CH:39][C:40]([C:45]([NH:47][CH3:48])=[O:46])=[N:41][C:42]=1[O:43][CH3:44].CC1(C)C2C(=C(P(C3C=CC=CC=3)C3C=CC=CC=3)C=CC=2)OC2C(P(C3C=CC=CC=3)C3C=CC=CC=3)=CC=CC1=2.C(=O)([O-])[O-].[Cs+].[Cs+].